From a dataset of Full USPTO retrosynthesis dataset with 1.9M reactions from patents (1976-2016). Predict the reactants needed to synthesize the given product. (1) Given the product [NH2:28][C:29]1[C:34]([C:35]#[N:36])=[C:33]([NH:1][C@H:2]([C:12]2[N:17]([C:18]3[CH:19]=[CH:20][CH:21]=[CH:22][CH:23]=3)[C:16](=[O:24])[C:15]3=[CH:25][CH:26]=[CH:27][N:14]3[N:13]=2)[CH2:3][CH2:4][O:5][C:6]2[CH:7]=[CH:8][CH:9]=[CH:10][CH:11]=2)[N:32]=[CH:31][N:30]=1, predict the reactants needed to synthesize it. The reactants are: [NH2:1][C@H:2]([C:12]1[N:17]([C:18]2[CH:23]=[CH:22][CH:21]=[CH:20][CH:19]=2)[C:16](=[O:24])[C:15]2=[CH:25][CH:26]=[CH:27][N:14]2[N:13]=1)[CH2:3][CH2:4][O:5][C:6]1[CH:11]=[CH:10][CH:9]=[CH:8][CH:7]=1.[NH2:28][C:29]1[C:34]([C:35]#[N:36])=[C:33](Cl)[N:32]=[CH:31][N:30]=1.C(N(CC)C(C)C)(C)C. (2) Given the product [CH3:18][O:19][C:20]1[CH:36]=[CH:35][CH:34]=[CH:33][C:21]=1[O:22][C:23]1[CH:24]=[C:25]([S:29]([N:14]2[CH2:13][CH2:12][C:11]3([N:7]([C:1]4[CH:2]=[CH:3][CH:4]=[CH:5][CH:6]=4)[CH2:8][NH:9][C:10]3=[O:17])[CH2:16][CH2:15]2)(=[O:30])=[O:31])[CH:26]=[CH:27][CH:28]=1, predict the reactants needed to synthesize it. The reactants are: [C:1]1([N:7]2[C:11]3([CH2:16][CH2:15][NH:14][CH2:13][CH2:12]3)[C:10](=[O:17])[NH:9][CH2:8]2)[CH:6]=[CH:5][CH:4]=[CH:3][CH:2]=1.[CH3:18][O:19][C:20]1[CH:36]=[CH:35][CH:34]=[CH:33][C:21]=1[O:22][C:23]1[CH:24]=[C:25]([S:29](Cl)(=[O:31])=[O:30])[CH:26]=[CH:27][CH:28]=1.C(N(CC)CC)C. (3) Given the product [CH3:28][C@:25]12[CH2:26][CH2:27][N:23]([C:16]([O:18][C:19]([CH3:20])([CH3:22])[CH3:21])=[O:17])[C@H:24]1[C:11]1[CH:12]=[CH:13][CH:14]=[CH:15][C:10]=1[NH:9][C@H:1]2[C:2]1[CH:7]=[CH:6][CH:5]=[CH:4][CH:3]=1, predict the reactants needed to synthesize it. The reactants are: [CH:1](=O)[C:2]1[CH:7]=[CH:6][CH:5]=[CH:4][CH:3]=1.[NH2:9][C:10]1[CH:15]=[CH:14][CH:13]=[CH:12][CH:11]=1.[C:16]([N:23]1[CH:27]=[CH:26][CH:25]([CH3:28])[CH2:24]1)([O:18][C:19]([CH3:22])([CH3:21])[CH3:20])=[O:17]. (4) The reactants are: [NH2:1]/[C:2](/[CH3:9])=[CH:3]/[C:4]([O:6][CH2:7][CH3:8])=[O:5].Cl. Given the product [CH3:9][C:2]1[NH:1][C:4](=[O:5])[CH:3]=[C:2]([CH3:9])[C:3]=1[C:4]([O:6][CH2:7][CH3:8])=[O:5], predict the reactants needed to synthesize it. (5) Given the product [CH3:32][C:31]1[S:33][CH:12]=[C:11]([C:14]2[CH:15]=[CH:16][C:17]([C:20]([NH:22][CH2:23][CH2:24][C:25]([F:28])([F:27])[F:26])=[O:21])=[N:18][CH:19]=2)[N:34]=1, predict the reactants needed to synthesize it. The reactants are: C[N+](C)(C)C1C=CC=CC=1.[C:11]([C:14]1[CH:15]=[CH:16][C:17]([C:20]([NH:22][CH2:23][CH2:24][C:25]([F:28])([F:27])[F:26])=[O:21])=[N:18][CH:19]=1)(=O)[CH3:12].CO.[C:31]([NH2:34])(=[S:33])[CH3:32]. (6) Given the product [ClH:38].[ClH:38].[ClH:38].[F:1][C:2]1[CH:7]=[CH:6][C:5]([CH:8]([CH:29]2[CH2:34][CH2:33][N:32]([CH:35]([CH3:37])[CH3:36])[CH2:31][CH2:30]2)[CH2:9][N:10]2[CH2:11][CH2:12][N:13]([CH2:16][CH2:17][CH2:18][C:19]([CH:21]3[CH2:28][CH2:27][CH2:26][CH2:25][CH2:24][CH2:23][CH2:22]3)=[O:20])[CH2:14][CH2:15]2)=[CH:4][CH:3]=1, predict the reactants needed to synthesize it. The reactants are: [F:1][C:2]1[CH:7]=[CH:6][C:5]([CH:8]([CH:29]2[CH2:34][CH2:33][N:32]([CH:35]([CH3:37])[CH3:36])[CH2:31][CH2:30]2)[CH2:9][N:10]2[CH2:15][CH2:14][N:13]([CH2:16][CH2:17][CH2:18][C:19]([CH:21]3[CH2:28][CH2:27][CH2:26][CH2:25][CH2:24][CH2:23][CH2:22]3)=[O:20])[CH2:12][CH2:11]2)=[CH:4][CH:3]=1.[ClH:38].O1CCOCC1. (7) Given the product [CH3:17][S:18][C:2]1[N:7]=[C:6]([NH:8][CH2:9][C:10]2[CH:15]=[CH:14][CH:13]=[CH:12][C:11]=2[OH:16])[CH:5]=[CH:4][CH:3]=1, predict the reactants needed to synthesize it. The reactants are: Cl[C:2]1[N:7]=[C:6]([NH:8][CH2:9][C:10]2[CH:15]=[CH:14][CH:13]=[CH:12][C:11]=2[OH:16])[CH:5]=[CH:4][CH:3]=1.[CH3:17][S:18](C)=O.C[S-].[Na+].CCCCCCC. (8) Given the product [OH:14][C:15]1[C:22]([CH3:23])=[CH:21][C:18]([C:19]2[NH:6][C:4](=[O:5])[C:3]3[C:2](=[CH:10][CH:9]=[C:8]([N+:11]([O-:13])=[O:12])[CH:7]=3)[N:1]=2)=[CH:17][C:16]=1[CH3:24], predict the reactants needed to synthesize it. The reactants are: [NH2:1][C:2]1[CH:10]=[CH:9][C:8]([N+:11]([O-:13])=[O:12])=[CH:7][C:3]=1[C:4]([NH2:6])=[O:5].[OH:14][C:15]1[C:22]([CH3:23])=[CH:21][C:18]([CH:19]=O)=[CH:17][C:16]=1[CH3:24].S(=O)(O)[O-].[Na+].O.C1(C)C=CC(S(O)(=O)=O)=CC=1. (9) Given the product [F:1][C:2]1[CH:7]=[CH:6][C:5]([C@@H:8]2[CH2:13][CH2:12][N:11]([C:16]([O:17][C:5]([CH3:8])([CH3:6])[CH3:4])=[O:19])[CH2:10][C@H:9]2[CH2:14][OH:15])=[CH:4][CH:3]=1, predict the reactants needed to synthesize it. The reactants are: [F:1][C:2]1[CH:7]=[CH:6][C:5]([C@@H:8]2[CH2:13][CH2:12][NH:11][CH2:10][C@H:9]2[CH2:14][OH:15])=[CH:4][CH:3]=1.[C:16](=[O:19])([O-])[O-:17].[Na+].[Na+].ClCCl. (10) Given the product [C:1]([O:6][CH2:7][CH2:8][OH:9])(=[O:5])[C:2]([CH3:4])=[CH2:3].[C:10]([OH:14])(=[O:13])[CH:11]=[CH2:12], predict the reactants needed to synthesize it. The reactants are: [C:1]([O:6][CH2:7][CH2:8][OH:9])(=[O:5])[C:2]([CH3:4])=[CH2:3].[C:10]([OH:14])(=[O:13])[CH:11]=[CH2:12].N(C(C1NCCN=1)(C)C)=NC(C1NCCN=1)(C)C.C(O)C.